Dataset: Full USPTO retrosynthesis dataset with 1.9M reactions from patents (1976-2016). Task: Predict the reactants needed to synthesize the given product. (1) Given the product [CH2:1]([C:8]1[CH2:10][C:9]=1[Br:11])[C:2]1[CH:7]=[CH:6][CH:5]=[CH:4][CH:3]=1, predict the reactants needed to synthesize it. The reactants are: [CH2:1]([C:8]1(Br)[CH2:10][C:9]1(Br)[Br:11])[C:2]1[CH:7]=[CH:6][CH:5]=[CH:4][CH:3]=1.C(OP([O-])OCC)C.C(N(CC)CC)C. (2) Given the product [NH2:26][CH2:25][C:12]1([C:10]([NH:9][CH2:8][C:6]2[O:5][N:4]=[C:3]([Br:2])[CH:7]=2)=[O:11])[CH2:17][CH2:16][NH:15][CH2:14][CH2:13]1, predict the reactants needed to synthesize it. The reactants are: Cl.[Br:2][C:3]1[CH:7]=[C:6]([CH2:8][NH:9][C:10]([C:12]2([CH2:25][NH:26]C(OC(C)(C)C)=O)[CH2:17][CH2:16][N:15](C(OC(C)(C)C)=O)[CH2:14][CH2:13]2)=[O:11])[O:5][N:4]=1. (3) The reactants are: [Br:1][C:2]1[C:7]([O:8][C:9]2[CH:14]=[CH:13][C:12]([S:15]([CH3:18])(=[O:17])=[O:16])=[CH:11][CH:10]=2)=[CH:6][C:5]([NH:19][C:20]([C:22]2[CH:27]=[CH:26][CH:25]=[CH:24][N:23]=2)=O)=[C:4]([N+:28]([O-])=O)[CH:3]=1.Cl.O.O.[Sn](Cl)Cl.C(=O)(O)[O-].[Na+]. Given the product [Br:1][C:2]1[C:7]([O:8][C:9]2[CH:14]=[CH:13][C:12]([S:15]([CH3:18])(=[O:17])=[O:16])=[CH:11][CH:10]=2)=[CH:6][C:5]2[N:19]=[C:20]([C:22]3[CH:27]=[CH:26][CH:25]=[CH:24][N:23]=3)[NH:28][C:4]=2[CH:3]=1, predict the reactants needed to synthesize it. (4) Given the product [ClH:23].[CH3:1][N:2]1[C:7]([CH3:8])=[CH:6][C:5](=[O:9])[C:4]([OH:10])=[C:3]1[CH:18]([O:21][CH3:22])[CH2:19][CH3:20], predict the reactants needed to synthesize it. The reactants are: [CH3:1][N:2]1[C:7]([CH3:8])=[CH:6][C:5](=[O:9])[C:4]([O:10]CC2C=CC=CC=2)=[C:3]1[CH:18]([O:21][CH3:22])[CH2:19][CH3:20].[ClH:23]. (5) Given the product [NH2:1][C:2]1[N:7]=[CH:6][N:5]=[C:4]([NH:8][C@H:9]([C:11]2[N:16]([C:17]3[CH:22]=[CH:21][CH:20]=[CH:19][CH:18]=3)[C:15](=[O:23])[C:14]3=[C:24]([CH3:27])[CH:25]=[CH:26][N:13]3[N:12]=2)[CH3:10])[C:3]=1[S:39][C:31]1[CH:32]=[CH:33][C:34]([O:37][CH3:38])=[C:35]([F:36])[CH:30]=1, predict the reactants needed to synthesize it. The reactants are: [NH2:1][C:2]1[N:7]=[CH:6][N:5]=[C:4]([NH:8][C@H:9]([C:11]2[N:16]([C:17]3[CH:22]=[CH:21][CH:20]=[CH:19][CH:18]=3)[C:15](=[O:23])[C:14]3=[C:24]([CH3:27])[CH:25]=[CH:26][N:13]3[N:12]=2)[CH3:10])[C:3]=1I.C[C:30]1[C:35]([F:36])=[C:34]([O:37][CH3:38])[CH:33]=[CH:32][C:31]=1[SH:39].C(=O)([O-])[O-].[K+].[K+]. (6) The reactants are: [F:1][C:2]([F:7])([F:6])[C:3]([OH:5])=[O:4].[CH2:8]([O:12][C:13]1([C:17]2[CH:22]=[CH:21][CH:20]=[CH:19][C:18]=2[CH3:23])[CH2:16][NH:15][CH2:14]1)[CH2:9][CH2:10][CH3:11].C(OC(N1CCC1)=O)(C)(C)C. Given the product [F:1][C:2]([F:7])([F:6])[C:3]([OH:5])=[O:4].[CH2:8]([O:12][C:13]1([C:17]2[CH:22]=[CH:21][CH:20]=[CH:19][C:18]=2[CH3:23])[CH2:14][NH:15][CH2:16]1)[CH2:9][CH2:10][CH3:11], predict the reactants needed to synthesize it. (7) Given the product [CH:25]1([CH2:31][NH:1][C:2]2[N:7]=[C:6]([C:8]3[NH:16][C:15]4[CH2:14][CH2:13][NH:12][C:11](=[O:17])[C:10]=4[CH:9]=3)[CH:5]=[CH:4][N:3]=2)[CH2:30][CH2:29][CH2:28][CH2:27][CH2:26]1, predict the reactants needed to synthesize it. The reactants are: [NH2:1][C:2]1[N:7]=[C:6]([C:8]2[NH:16][C:15]3[CH2:14][CH2:13][NH:12][C:11](=[O:17])[C:10]=3[CH:9]=2)[CH:5]=[CH:4][N:3]=1.FC(F)(F)C(O)=O.[CH:25]1([CH:31]=O)[CH2:30][CH2:29][CH2:28][CH2:27][CH2:26]1.C(O[BH-](OC(=O)C)OC(=O)C)(=O)C.[Na+]. (8) Given the product [F:1][C:2]1[CH:3]=[C:4]([C@@H:15]2[CH2:14][CH2:13][N:12]([CH3:11])[CH2:17][C@H:16]2[C:18]([O:20][CH3:21])=[O:19])[CH:5]=[CH:6][C:7]=1[F:8], predict the reactants needed to synthesize it. The reactants are: [F:1][C:2]1[CH:3]=[C:4]([Mg]Br)[CH:5]=[CH:6][C:7]=1[F:8].[CH3:11][N:12]1[CH2:17][C:16]([C:18]([O:20][CH3:21])=[O:19])=[CH:15][CH2:14][CH2:13]1.[Cl-].[NH4+].C[O-].[Na+].